From a dataset of Full USPTO retrosynthesis dataset with 1.9M reactions from patents (1976-2016). Predict the reactants needed to synthesize the given product. Given the product [C:1]([O:5][C:6]([N:8]1[C:16]2[C:11](=[N:12][CH:13]=[C:14]([C:28](=[O:31])[CH2:29][CH3:30])[CH:15]=2)[C:10]([CH3:19])([CH3:18])[CH2:9]1)=[O:7])([CH3:4])([CH3:3])[CH3:2], predict the reactants needed to synthesize it. The reactants are: [C:1]([O:5][C:6]([N:8]1[C:16]2[C:11](=[N:12][CH:13]=[C:14](Br)[CH:15]=2)[C:10]([CH3:19])([CH3:18])[CH2:9]1)=[O:7])([CH3:4])([CH3:3])[CH3:2].C([Li])CCC.CON(C)[C:28](=[O:31])[CH2:29][CH3:30].O.